Dataset: NCI-60 drug combinations with 297,098 pairs across 59 cell lines. Task: Regression. Given two drug SMILES strings and cell line genomic features, predict the synergy score measuring deviation from expected non-interaction effect. (1) Drug 1: CNC(=O)C1=CC=CC=C1SC2=CC3=C(C=C2)C(=NN3)C=CC4=CC=CC=N4. Drug 2: CC1CCCC2(C(O2)CC(NC(=O)CC(C(C(=O)C(C1O)C)(C)C)O)C(=CC3=CSC(=N3)C)C)C. Cell line: K-562. Synergy scores: CSS=51.3, Synergy_ZIP=3.18, Synergy_Bliss=2.61, Synergy_Loewe=2.23, Synergy_HSA=2.81. (2) Drug 1: CCC1(CC2CC(C3=C(CCN(C2)C1)C4=CC=CC=C4N3)(C5=C(C=C6C(=C5)C78CCN9C7C(C=CC9)(C(C(C8N6C=O)(C(=O)OC)O)OC(=O)C)CC)OC)C(=O)OC)O.OS(=O)(=O)O. Drug 2: CCN(CC)CCNC(=O)C1=C(NC(=C1C)C=C2C3=C(C=CC(=C3)F)NC2=O)C. Cell line: MCF7. Synergy scores: CSS=8.11, Synergy_ZIP=1.80, Synergy_Bliss=6.57, Synergy_Loewe=-0.484, Synergy_HSA=2.72.